Task: Predict the product of the given reaction.. Dataset: Forward reaction prediction with 1.9M reactions from USPTO patents (1976-2016) (1) The product is: [Br:32][C:15]1[C:14]2[C:18](=[CH:19][C:8]([C:3]3[CH:4]=[CH:5][CH:6]=[CH:7][C:2]=3[Cl:1])=[C:9]3[C:13]=2[C:12](=[O:30])[NH:11][C:10]3=[O:31])[N:17]([CH2:20][CH2:21][CH2:22][O:23][CH2:24][CH2:25][O:26][CH3:27])[C:16]=1[CH:28]=[O:29]. Given the reactants [Cl:1][C:2]1[CH:7]=[CH:6][CH:5]=[CH:4][C:3]=1[C:8]1[CH:19]=[C:18]2[C:14]([CH:15]=[C:16]([CH:28]=[O:29])[N:17]2[CH2:20][CH2:21][CH2:22][O:23][CH2:24][CH2:25][O:26][CH3:27])=[C:13]2[C:9]=1[C:10](=[O:31])[NH:11][C:12]2=[O:30].[Br:32]Br, predict the reaction product. (2) Given the reactants [OH:1][C:2]1[CH:7]=[CH:6][C:5]([C:8]2[CH:13]=[CH:12][C:11]([C:14]([F:17])([F:16])[F:15])=[CH:10][CH:9]=2)=[CH:4][C:3]=1[C:18]1[CH:23]=[CH:22][N:21]=[C:20]([N:24]2[CH2:29][CH2:28][N:27]([C:30]([O:32][C:33]([CH3:36])([CH3:35])[CH3:34])=[O:31])[CH2:26][CH2:25]2)[CH:19]=1.C(=O)([O-])[O-].[K+].[K+].[Cl:43][C:44]1[C:45](F)=[CH:46][C:47]([F:70])=[C:48]([S:50]([N:53]([CH2:59][C:60]2[CH:65]=[CH:64][C:63]([O:66][CH3:67])=[CH:62][C:61]=2[O:68][CH3:69])[C:54]2[S:55][CH:56]=[N:57][N:58]=2)(=[O:52])=[O:51])[CH:49]=1, predict the reaction product. The product is: [Cl:43][C:44]1[CH:49]=[C:48]([S:50]([N:53]([CH2:59][C:60]2[CH:65]=[CH:64][C:63]([O:66][CH3:67])=[CH:62][C:61]=2[O:68][CH3:69])[C:54]2[S:55][CH:56]=[N:57][N:58]=2)(=[O:51])=[O:52])[C:47]([F:70])=[CH:46][C:45]=1[O:1][C:2]1[CH:7]=[CH:6][C:5]([C:8]2[CH:9]=[CH:10][C:11]([C:14]([F:16])([F:17])[F:15])=[CH:12][CH:13]=2)=[CH:4][C:3]=1[C:18]1[CH:23]=[CH:22][N:21]=[C:20]([N:24]2[CH2:29][CH2:28][N:27]([C:30]([O:32][C:33]([CH3:36])([CH3:35])[CH3:34])=[O:31])[CH2:26][CH2:25]2)[CH:19]=1. (3) Given the reactants [CH2:1]([O:8][C:9]1[CH:10]=[C:11]2[C:15](=[CH:16][CH:17]=1)[CH2:14][CH:13]([C:18]([C:20]1[O:21][C:22]([C:25]3[N:30]=[C:29]([C:31]([O:33]C)=[O:32])[CH:28]=[CH:27][CH:26]=3)=[CH:23][N:24]=1)=[O:19])[CH2:12]2)[C:2]1[CH:7]=[CH:6][CH:5]=[CH:4][CH:3]=1, predict the reaction product. The product is: [CH2:1]([O:8][C:9]1[CH:10]=[C:11]2[C:15](=[CH:16][CH:17]=1)[CH2:14][CH:13]([C:18]([C:20]1[O:21][C:22]([C:25]3[N:30]=[C:29]([C:31]([OH:33])=[O:32])[CH:28]=[CH:27][CH:26]=3)=[CH:23][N:24]=1)=[O:19])[CH2:12]2)[C:2]1[CH:3]=[CH:4][CH:5]=[CH:6][CH:7]=1. (4) Given the reactants I[C:2]1[CH:7]=[CH:6][C:5]([C:8]2[CH2:13][CH2:12][CH2:11][CH:10]([N:14]3[CH2:19][CH2:18][C:17]([CH3:21])([OH:20])[CH2:16][CH2:15]3)[CH:9]=2)=[CH:4][CH:3]=1.[Cl:22][C:23]1[CH:28]=[CH:27][C:26]([C:29]2[CH:30]=[CH:31][C:32]([C:35]#[CH:36])=[N:33][CH:34]=2)=[CH:25][CH:24]=1, predict the reaction product. The product is: [Cl:22][C:23]1[CH:24]=[CH:25][C:26]([C:29]2[CH:30]=[CH:31][C:32]([C:35]#[C:36][C:2]3[CH:7]=[CH:6][C:5]([C:8]4[CH2:13][CH2:12][CH2:11][CH:10]([N:14]5[CH2:19][CH2:18][C:17]([CH3:21])([OH:20])[CH2:16][CH2:15]5)[CH:9]=4)=[CH:4][CH:3]=3)=[N:33][CH:34]=2)=[CH:27][CH:28]=1. (5) Given the reactants C([O:3][C:4](=[O:41])[CH2:5][NH:6][CH2:7][CH2:8][CH2:9][O:10][C:11]1[CH:16]=[CH:15][C:14]([C:17]([N:19]2[C:28]3[C:23](=[CH:24][CH:25]=[CH:26][CH:27]=3)[C@H:22]([N:29]([C:37](=[O:39])[CH3:38])[C:30]3[CH:35]=[CH:34][C:33]([Cl:36])=[CH:32][CH:31]=3)[CH2:21][C@@H:20]2[CH3:40])=[O:18])=[CH:13][CH:12]=1)C.C(O)C.[OH-].[Na+], predict the reaction product. The product is: [C:37]([N:29]([C:30]1[CH:31]=[CH:32][C:33]([Cl:36])=[CH:34][CH:35]=1)[C@H:22]1[C:23]2[C:28](=[CH:27][CH:26]=[CH:25][CH:24]=2)[N:19]([C:17]([C:14]2[CH:15]=[CH:16][C:11]([O:10][CH2:9][CH2:8][CH2:7][NH:6][CH2:5][C:4]([OH:41])=[O:3])=[CH:12][CH:13]=2)=[O:18])[C@@H:20]([CH3:40])[CH2:21]1)(=[O:39])[CH3:38]. (6) Given the reactants N1CCOCC1.C([O:10][C:11]1[C:23]([C:24]([F:27])([F:26])[F:25])=[CH:22][CH:21]=[C:20]([CH2:28][O:29][C:30]2[CH:35]=[CH:34][C:33]([C:36]3[CH:41]=[CH:40][C:39]([C:42]([C:47]([O:49][CH2:50][CH:51]=[CH2:52])=[O:48])=[CH:43][N:44]([CH3:46])[CH3:45])=[C:38]([F:53])[CH:37]=3)=[CH:32][CH:31]=2)[C:12]=1[C:13]([O:15][C:16]([CH3:19])([CH3:18])[CH3:17])=[O:14])C=C.O, predict the reaction product. The product is: [OH:10][C:11]1[C:23]([C:24]([F:26])([F:27])[F:25])=[CH:22][CH:21]=[C:20]([CH2:28][O:29][C:30]2[CH:35]=[CH:34][C:33]([C:36]3[CH:41]=[CH:40][C:39]([C:42]([C:47]([O:49][CH2:50][CH:51]=[CH2:52])=[O:48])=[CH:43][N:44]([CH3:45])[CH3:46])=[C:38]([F:53])[CH:37]=3)=[CH:32][CH:31]=2)[C:12]=1[C:13]([O:15][C:16]([CH3:17])([CH3:19])[CH3:18])=[O:14].